From a dataset of Catalyst prediction with 721,799 reactions and 888 catalyst types from USPTO. Predict which catalyst facilitates the given reaction. Reactant: [N+:1]([C:4]1[CH:5]=[C:6]2[C:10](=[CH:11][CH:12]=1)[NH:9][C:8](=[O:13])[C:7]2=[O:14])([O-:3])=[O:2].[H-].[Na+].Br[CH2:18][C:19]([O:21][CH3:22])=[O:20].Cl. The catalyst class is: 39. Product: [N+:1]([C:4]1[CH:5]=[C:6]2[C:10](=[CH:11][CH:12]=1)[N:9]([CH2:18][C:19]([O:21][CH3:22])=[O:20])[C:8](=[O:13])[C:7]2=[O:14])([O-:3])=[O:2].